From a dataset of Catalyst prediction with 721,799 reactions and 888 catalyst types from USPTO. Predict which catalyst facilitates the given reaction. Product: [CH2:23]([O:30][C:31]([NH:1][C@@H:2]1[CH2:7][CH2:6][N:5]([C:8]([O:10][C:11]([CH3:12])([CH3:14])[CH3:13])=[O:9])[CH2:4][C@H:3]1[OH:15])=[O:32])[C:24]1[CH:29]=[CH:28][CH:27]=[CH:26][CH:25]=1. Reactant: [NH2:1][C@@H:2]1[CH2:7][CH2:6][N:5]([C:8]([O:10][C:11]([CH3:14])([CH3:13])[CH3:12])=[O:9])[CH2:4][C@H:3]1[OH:15].C(N(CC)CC)C.[CH2:23]([O:30][C:31](ON1C(=O)CCC1=O)=[O:32])[C:24]1[CH:29]=[CH:28][CH:27]=[CH:26][CH:25]=1. The catalyst class is: 4.